The task is: Predict the reactants needed to synthesize the given product.. This data is from Full USPTO retrosynthesis dataset with 1.9M reactions from patents (1976-2016). The reactants are: Br[C:2]1[N:7]=[C:6]([C:8]([N:10]2[CH2:15][CH2:14][N:13]([C:16]([C:18]3[N:22]=[CH:21][N:20]([C:23]4[CH:28]=[CH:27][CH:26]=[C:25]([Cl:29])[CH:24]=4)[N:19]=3)=[O:17])[C:12]([CH3:31])([CH3:30])[CH2:11]2)=[O:9])[CH:5]=[CH:4][CH:3]=1.[O:32]1[CH2:37][CH:36]=[C:35](B2OC(C)(C)C(C)(C)O2)[CH2:34][CH2:33]1.C(Cl)Cl.C(=O)([O-])[O-].[K+].[K+]. Given the product [Cl:29][C:25]1[CH:24]=[C:23]([N:20]2[CH:21]=[N:22][C:18]([C:16]([N:13]3[CH2:14][CH2:15][N:10]([C:8]([C:6]4[CH:5]=[CH:4][CH:3]=[C:2]([C:35]5[CH2:36][CH2:37][O:32][CH2:33][CH:34]=5)[N:7]=4)=[O:9])[CH2:11][C:12]3([CH3:31])[CH3:30])=[O:17])=[N:19]2)[CH:28]=[CH:27][CH:26]=1, predict the reactants needed to synthesize it.